The task is: Predict which catalyst facilitates the given reaction.. This data is from Catalyst prediction with 721,799 reactions and 888 catalyst types from USPTO. (1) Reactant: C([O:8][N:9]=[C:10]1[C:18]2[C:13](=[CH:14][C:15]([C:19]3[C:20]([C:25]4[CH:30]=[CH:29][N:28]=[CH:27][CH:26]=4)=[N:21][N:22]([CH3:24])[CH:23]=3)=[CH:16][CH:17]=2)[CH2:12][CH2:11]1)C1C=CC=CC=1.Cl.[H][H].C(O)CCC. Product: [CH3:24][N:22]1[CH:23]=[C:19]([C:15]2[CH:14]=[C:13]3[C:18](=[CH:17][CH:16]=2)[C:10](=[N:9][OH:8])[CH2:11][CH2:12]3)[C:20]([C:25]2[CH:30]=[CH:29][N:28]=[CH:27][CH:26]=2)=[N:21]1. The catalyst class is: 293. (2) Product: [OH:26][C@@H:13]1[CH:12]2[CH:11]([CH2:10][CH2:9][C:8]3[C@:2]2([CH3:1])[CH2:3][CH2:4][C:5](=[O:6])[CH:7]=3)[CH:16]2[C@@:15]([CH3:25])([C@@H:19]([C:20](=[O:21])[CH2:22][OH:23])[CH2:18][CH2:17]2)[CH2:14]1. Reactant: [CH3:1][C@@:2]12[C@H:12]3[C@@H:13]([OH:26])[CH2:14][C@:15]4([CH3:25])[C@@:19](O)([C:20]([CH2:22][OH:23])=[O:21])[CH2:18][CH2:17][C@H:16]4[C@@H:11]3[CH2:10][CH2:9][C:8]1=[CH:7][C:5](=[O:6])[CH2:4][CH2:3]2.C[Si](I)(C)C. The catalyst class is: 10. (3) Reactant: [NH2:1][C:2]1[CH:3]=[CH:4][C:5]2[O:10][CH2:9][CH2:8][N:7]([C:11]3[S:12][C:13]4[C:19](=[O:20])[CH2:18][C:17]([CH3:22])([CH3:21])[CH2:16][C:14]=4[N:15]=3)[C:6]=2[CH:23]=1.[O:24]1[CH2:28][CH2:27][CH:26]([CH:29]=O)[CH2:25]1.C1([SiH3])C=CC=CC=1.C([Sn](Cl)(Cl)CCCC)CCC. Product: [CH3:22][C:17]1([CH3:21])[CH2:16][C:14]2[N:15]=[C:11]([N:7]3[C:6]4[CH:23]=[C:2]([NH:1][CH2:29][CH:26]5[CH2:27][CH2:28][O:24][CH2:25]5)[CH:3]=[CH:4][C:5]=4[O:10][CH2:9][CH2:8]3)[S:12][C:13]=2[C:19](=[O:20])[CH2:18]1. The catalyst class is: 1. (4) Reactant: [CH2:1]1[N:6]([CH2:7][C:8]([NH:10][CH:11]2[CH:16]3[CH2:17][C:18]4(O)[CH2:20][CH:12]2[CH2:13][CH:14]([CH2:19]4)[CH2:15]3)=[O:9])[CH2:5][CH2:4][N:3]([C:22]2[CH:27]=[CH:26][C:25]([C:28]([F:31])([F:30])[F:29])=[CH:24][N:23]=2)[CH2:2]1.CCN(S(F)(F)[F:38])CC. Product: [CH2:1]1[N:6]([CH2:7][C:8]([NH:10][CH:11]2[CH:16]3[CH2:17][C:18]4([F:38])[CH2:20][CH:12]2[CH2:13][CH:14]([CH2:19]4)[CH2:15]3)=[O:9])[CH2:5][CH2:4][N:3]([C:22]2[CH:27]=[CH:26][C:25]([C:28]([F:31])([F:30])[F:29])=[CH:24][N:23]=2)[CH2:2]1. The catalyst class is: 2.